Dataset: Full USPTO retrosynthesis dataset with 1.9M reactions from patents (1976-2016). Task: Predict the reactants needed to synthesize the given product. (1) Given the product [ClH:23].[NH:1]1[CH2:5][CH2:4][C@H:3]([C:6]([O:8][CH2:9][C:10]2[CH:15]=[CH:14][CH:13]=[CH:12][CH:11]=2)=[O:7])[CH2:2]1, predict the reactants needed to synthesize it. The reactants are: [N:1]1(C(OC(C)(C)C)=O)[CH2:5][CH2:4][C@H:3]([C:6]([O:8][CH2:9][C:10]2[CH:15]=[CH:14][CH:13]=[CH:12][CH:11]=2)=[O:7])[CH2:2]1.[ClH:23]. (2) Given the product [NH2:11][C:9]1[CH:8]=[CH:7][N:6]=[C:5]([O:4][C:3]2[CH:12]=[CH:13][CH:14]=[CH:15][C:2]=2[C:24]2[CH:25]=[CH:26][C:27]([C:30]3[CH:35]=[N:34][C:33]([NH2:36])=[N:32][CH:31]=3)=[N:28][CH:29]=2)[N:10]=1, predict the reactants needed to synthesize it. The reactants are: Br[C:2]1[CH:15]=[CH:14][CH:13]=[CH:12][C:3]=1[O:4][C:5]1[N:10]=[C:9]([NH2:11])[CH:8]=[CH:7][N:6]=1.CC1(C)C(C)(C)OB([C:24]2[CH:25]=[CH:26][C:27]([C:30]3[CH:31]=[N:32][C:33]([NH2:36])=[N:34][CH:35]=3)=[N:28][CH:29]=2)O1. (3) Given the product [CH3:33][C:34]1[CH:39]=[C:38]([CH3:40])[CH:37]=[CH:36][C:35]=1[C:41]1[C:42]2[N:43]([C:47]([NH:3][C:6](=[O:55])[O:12][C:8]([CH3:11])([CH3:10])[CH3:9])=[C:48]([CH2:50][CH3:51])[N:49]=2)[N:44]=[CH:45][CH:46]=1, predict the reactants needed to synthesize it. The reactants are: C([N:3]([CH2:6]C)CC)C.[C:8]([OH:12])([CH3:11])([CH3:10])[CH3:9].C1(C2C(C3C=CC=CC=3)=C(N=[N+]=[N-])PC=2)C=CC=CC=1.[CH3:33][C:34]1[CH:39]=[C:38]([CH3:40])[CH:37]=[CH:36][C:35]=1[C:41]1[C:42]2[N:43]([C:47](C(O)=O)=[C:48]([CH2:50][CH3:51])[N:49]=2)[N:44]=[CH:45][CH:46]=1.[OH2:55]. (4) Given the product [Cl:1][C:2]1[CH:7]=[CH:6][CH:5]=[C:4]([C:8]([F:11])([F:10])[F:9])[C:3]=1[C:12]1[NH:13][C:14]2[CH:20]=[C:19]([C:21]([Cl:26])=[O:22])[CH:18]=[CH:17][C:15]=2[N:16]=1, predict the reactants needed to synthesize it. The reactants are: [Cl:1][C:2]1[CH:7]=[CH:6][CH:5]=[C:4]([C:8]([F:11])([F:10])[F:9])[C:3]=1[C:12]1[NH:13][C:14]2[CH:20]=[C:19]([C:21](O)=[O:22])[CH:18]=[CH:17][C:15]=2[N:16]=1.O=S(Cl)[Cl:26]. (5) The reactants are: [Cl:1][C:2]1[CH:23]=[CH:22][C:5]([CH2:6][NH:7][C:8]([C:10]2[C:15](=[O:16])[C:14]3[CH:17]=[C:18](I)[CH:19]=[CH:20][C:13]=3[O:12][N:11]=2)=[O:9])=[CH:4][CH:3]=1.C(N(CC)CC)C.[CH2:31]([OH:34])[C:32]#[CH:33]. Given the product [Cl:1][C:2]1[CH:23]=[CH:22][C:5]([CH2:6][NH:7][C:8]([C:10]2[C:15](=[O:16])[C:14]3[CH:17]=[C:18]([C:33]#[C:32][CH2:31][OH:34])[CH:19]=[CH:20][C:13]=3[O:12][N:11]=2)=[O:9])=[CH:4][CH:3]=1, predict the reactants needed to synthesize it. (6) Given the product [Cl:1][C:2]1[CH:3]=[C:4]([C@@H:8]2[C@@H:13]([C:14]3[CH:19]=[CH:18][C:17]([Cl:20])=[CH:16][CH:15]=3)[N:12]([C@@H:21]([CH:32]3[CH2:33][CH2:34]3)[CH2:22][NH:23][S:24]([C:27]3[S:28][CH:29]=[CH:30][CH:31]=3)(=[O:26])=[O:25])[C:11](=[O:35])[C@:10]([CH2:37][C:38]([OH:40])=[O:39])([CH3:36])[CH2:9]2)[CH:5]=[CH:6][CH:7]=1, predict the reactants needed to synthesize it. The reactants are: [Cl:1][C:2]1[CH:3]=[C:4]([C@@H:8]2[C@@H:13]([C:14]3[CH:19]=[CH:18][C:17]([Cl:20])=[CH:16][CH:15]=3)[N:12]([C@@H:21]([CH:32]3[CH2:34][CH2:33]3)[CH2:22][NH:23][S:24]([C:27]3[S:28][CH:29]=[CH:30][CH:31]=3)(=[O:26])=[O:25])[C:11](=[O:35])[C@:10]([CH2:37][C:38]([O:40]C)=[O:39])([CH3:36])[CH2:9]2)[CH:5]=[CH:6][CH:7]=1.CO.C1COCC1.[Li+].[OH-].